Dataset: Forward reaction prediction with 1.9M reactions from USPTO patents (1976-2016). Task: Predict the product of the given reaction. (1) Given the reactants [CH3:1][C:2]1[C:6](B2OC(C)(C)C(C)(C)O2)=[C:5]([CH3:16])[O:4][N:3]=1.I[C:18]1[CH:19]=[C:20]([NH:24][C:25](=[O:27])[OH:26])[CH:21]=[CH:22][CH:23]=1, predict the reaction product. The product is: [CH3:1][C:2]1[C:6]([C:18]2[CH:19]=[C:20]([NH:24][C:25](=[O:26])[OH:27])[CH:21]=[CH:22][CH:23]=2)=[C:5]([CH3:16])[O:4][N:3]=1. (2) Given the reactants [CH3:1][O:2][C:3](=[O:16])[C:4]1[CH:9]=[CH:8][C:7]([CH2:10]Br)=[C:6]([C:12]([F:15])([F:14])[F:13])[CH:5]=1.[CH3:17][NH:18][CH3:19].C([O-])([O-])=O.[K+].[K+], predict the reaction product. The product is: [CH3:1][O:2][C:3](=[O:16])[C:4]1[CH:9]=[CH:8][C:7]([CH2:10][N:18]([CH3:19])[CH3:17])=[C:6]([C:12]([F:15])([F:14])[F:13])[CH:5]=1. (3) Given the reactants [CH3:1][O:2][C:3]1[CH:17]=[CH:16][C:6]([C:7]([O:9][CH2:10][CH:11]2[CH2:13][CH:12]2CBr)=[O:8])=[CH:5][CH:4]=1.[C-:18]#[N:19].[K+].[C:21](=O)(O)[O-].[Na+], predict the reaction product. The product is: [CH3:1][O:2][C:3]1[CH:4]=[CH:5][C:6]([C:7]([O:9][CH2:10][C:11]2([CH2:21][C:18]#[N:19])[CH2:12][CH2:13]2)=[O:8])=[CH:16][CH:17]=1.